Dataset: Catalyst prediction with 721,799 reactions and 888 catalyst types from USPTO. Task: Predict which catalyst facilitates the given reaction. (1) Reactant: [CH:1]1([CH:7]([C:18]2[CH:22]=[C:21]([C:23]3[CH:24]=[N:25][CH:26]=[CH:27][CH:28]=3)[O:20][C:19]=2[CH3:29])[O:8][C:9]2[CH:17]=[CH:16][C:12]([C:13]([OH:15])=O)=[CH:11][CH:10]=2)[CH2:6][CH2:5][CH2:4][CH2:3][CH2:2]1.[CH3:30][NH:31][CH2:32][CH2:33][C:34]([O:36]CC)=[O:35].Cl.C(N=C=NCCCN(C)C)C.O.OC1C2N=NNC=2C=CC=1. Product: [CH:1]1([CH:7]([C:18]2[CH:22]=[C:21]([C:23]3[CH:24]=[N:25][CH:26]=[CH:27][CH:28]=3)[O:20][C:19]=2[CH3:29])[O:8][C:9]2[CH:10]=[CH:11][C:12]([C:13]([N:31]([CH3:30])[CH2:32][CH2:33][C:34]([OH:36])=[O:35])=[O:15])=[CH:16][CH:17]=2)[CH2:6][CH2:5][CH2:4][CH2:3][CH2:2]1. The catalyst class is: 842. (2) Reactant: C[O:2][C:3]([C@@H:5]1[CH2:10][CH2:9][C@@H:8]([CH3:11])[CH2:7][C@@H:6]1[OH:12])=[O:4].[OH-].[Na+]. Product: [OH:12][C@H:6]1[CH2:7][C@H:8]([CH3:11])[CH2:9][CH2:10][C@H:5]1[C:3]([OH:4])=[O:2]. The catalyst class is: 5. (3) Reactant: [Cl-].O[NH3+:3].[C:4](=[O:7])([O-])[OH:5].[Na+].CS(C)=O.[CH3:13][C:14]([CH3:46])([CH3:45])[C:15](=[O:44])[CH2:16][N:17]1[C:22](=[O:23])[CH:21]=[C:20]([O:24][CH2:25][CH2:26][CH3:27])[N:19]([CH2:28][C:29]2[CH:34]=[CH:33][C:32]([C:35]3[C:36]([C:41]#[N:42])=[CH:37][CH:38]=[CH:39][CH:40]=3)=[CH:31][CH:30]=2)[C:18]1=[O:43]. Product: [CH3:46][C:14]([CH3:45])([CH3:13])[C:15](=[O:44])[CH2:16][N:17]1[C:22](=[O:23])[CH:21]=[C:20]([O:24][CH2:25][CH2:26][CH3:27])[N:19]([CH2:28][C:29]2[CH:34]=[CH:33][C:32]([C:35]3[CH:40]=[CH:39][CH:38]=[CH:37][C:36]=3[C:41]3[NH:3][C:4](=[O:7])[O:5][N:42]=3)=[CH:31][CH:30]=2)[C:18]1=[O:43]. The catalyst class is: 22. (4) Reactant: [CH3:1][C:2]1[N:10]([CH2:11][C:12]([O:14]CC)=[O:13])[C:9]2[C:4](=[N:5][C:6]([CH3:17])=[CH:7][CH:8]=2)[C:3]=1[CH2:18][C:19]1[CH:24]=[CH:23][C:22]([S:25]([CH3:28])(=[O:27])=[O:26])=[CH:21][CH:20]=1.[OH-].[Na+].C1COCC1.Cl. Product: [CH3:1][C:2]1[N:10]([CH2:11][C:12]([OH:14])=[O:13])[C:9]2[C:4](=[N:5][C:6]([CH3:17])=[CH:7][CH:8]=2)[C:3]=1[CH2:18][CH:19]1[CH2:24][CH:23]=[C:22]([S:25]([CH3:28])(=[O:27])=[O:26])[CH:21]=[CH:20]1. The catalyst class is: 6.